Predict the reaction yield, written as a fraction of the theoretical maximum amount of product (1.0 means a 100% yield; for example, 0.34 means a 34% yield). From a dataset of Reaction yield outcomes from USPTO patents with 853,638 reactions. The reactants are C(N(CC)CC)C.Cl.[CH3:9][C:10]1[C:18]([O:19][C@@H:20]2[CH2:25][CH2:24][C@H:23]([NH2:26])[CH2:22][CH2:21]2)=[CH:17][CH:16]=[C:15]2[C:11]=1[CH:12]=[N:13][NH:14]2.[CH3:27][S:28](Cl)(=[O:30])=[O:29].O. The catalyst is O1CCCC1.ClCCl. The product is [CH3:9][C:10]1[C:18]([O:19][C@@H:20]2[CH2:25][CH2:24][C@H:23]([NH:26][S:28]([CH3:27])(=[O:30])=[O:29])[CH2:22][CH2:21]2)=[CH:17][CH:16]=[C:15]2[C:11]=1[CH:12]=[N:13][NH:14]2. The yield is 0.280.